From a dataset of Full USPTO retrosynthesis dataset with 1.9M reactions from patents (1976-2016). Predict the reactants needed to synthesize the given product. (1) Given the product [C:1]([N:5]([C:26](=[O:35])[C:27]1[CH:28]=[C:29]([CH3:34])[CH:30]=[C:31]([CH3:33])[CH:32]=1)[NH:6][C:7]([C:8]1[CH:13]=[CH:12][C:11]([CH:14]=[O:15])=[C:10]([B:16]([OH:20])[OH:17])[CH:9]=1)=[O:25])([CH3:4])([CH3:3])[CH3:2], predict the reactants needed to synthesize it. The reactants are: [C:1]([N:5]([C:26](=[O:35])[C:27]1[CH:32]=[C:31]([CH3:33])[CH:30]=[C:29]([CH3:34])[CH:28]=1)[NH:6][C:7](=[O:25])[C:8]1[CH:13]=[CH:12][C:11]([CH:14]=[O:15])=[C:10]([B:16]2[O:20]C(C)(C)C(C)(C)[O:17]2)[CH:9]=1)([CH3:4])([CH3:3])[CH3:2].I([O-])(=O)(=O)=O.[Na+].Cl. (2) Given the product [CH3:1][O:2][C:3]1[CH:12]=[C:11]2[C:6]([CH2:7][CH:8]([C:14]([N:19]([CH3:20])[CH3:18])=[O:16])[C:9](=[O:13])[NH:10]2)=[CH:5][CH:4]=1, predict the reactants needed to synthesize it. The reactants are: [CH3:1][O:2][C:3]1[CH:12]=[C:11]2[C:6]([CH2:7][CH:8]([C:14]([OH:16])=O)[C:9](=[O:13])[NH:10]2)=[CH:5][CH:4]=1.Cl.[CH3:18][NH:19][CH3:20].ON1C2C=CC=CC=2N=N1.CCN=C=NCCCN(C)C. (3) Given the product [Br:1][C:2]1[CH:10]=[CH:9][C:5]([C:6]([NH:13][NH2:14])=[O:7])=[C:4]([F:11])[CH:3]=1, predict the reactants needed to synthesize it. The reactants are: [Br:1][C:2]1[CH:10]=[CH:9][C:5]([C:6](O)=[O:7])=[C:4]([F:11])[CH:3]=1.O[N:13]1C2C=CC=CC=2N=[N:14]1.Cl.CN(C)CCCN=C=NCC.O.NN. (4) Given the product [Cl:1][C:2]1[CH:7]=[CH:6][N:5]=[C:4]([CH3:8])[C:3]=1[C:11]#[C:10][C:12]1[CH:13]=[CH:14][C:15]([NH:18][CH3:19])=[N:16][CH:17]=1, predict the reactants needed to synthesize it. The reactants are: [Cl:1][C:2]1[CH:7]=[CH:6][N:5]=[C:4]([CH3:8])[C:3]=1I.[C:10]([C:12]1[CH:13]=[CH:14][C:15]([NH:18][CH3:19])=[N:16][CH:17]=1)#[CH:11].C(N(CC)CC)C.